Dataset: Reaction yield outcomes from USPTO patents with 853,638 reactions. Task: Predict the reaction yield, written as a fraction of the theoretical maximum amount of product (1.0 means a 100% yield; for example, 0.34 means a 34% yield). (1) The reactants are [Cl:1][C:2]1[C:7]([CH:8]([CH3:14])[CH2:9][C:10](OC)=[O:11])=[C:6](Cl)[N:5]=[CH:4][N:3]=1.[OH-].[NH4+:17]. No catalyst specified. The product is [Cl:1][C:2]1[C:7]2[CH:8]([CH3:14])[CH2:9][C:10](=[O:11])[NH:17][C:6]=2[N:5]=[CH:4][N:3]=1. The yield is 0.600. (2) The reactants are [CH3:1][N:2]([CH3:6])[CH2:3][CH2:4][NH2:5].[C:7]([NH:10][C:11]1[S:12][C:13]([S:17](Cl)(=[O:19])=[O:18])=[C:14]([CH3:16])[N:15]=1)(=[O:9])[CH3:8].C(N(CC)CC)C. The catalyst is O1CCCC1. The product is [CH3:1][N:2]([CH3:6])[CH2:3][CH2:4][NH:5][S:17]([C:13]1[S:12][C:11]([NH:10][C:7](=[O:9])[CH3:8])=[N:15][C:14]=1[CH3:16])(=[O:18])=[O:19]. The yield is 0.890. (3) The reactants are [NH2:1][CH2:2][CH2:3][CH2:4][CH2:5][CH2:6][OH:7].[CH:8](OCC)=[O:9]. No catalyst specified. The product is [OH:7][CH2:6][CH2:5][CH2:4][CH2:3][CH2:2][NH:1][CH:8]=[O:9]. The yield is 0.730. (4) The yield is 0.250. The catalyst is CN(C)C=O. The reactants are [NH2:1][C:2]1[N:7]=[CH:6][C:5]([C:8]2[O:12][N:11]=[C:10]([CH2:13][C:14]3[CH:19]=[CH:18][C:17]([OH:20])=[CH:16][CH:15]=3)[CH:9]=2)=[CH:4][CH:3]=1.O1CCCC1.[OH-].[Na+].[Cl:28][C:29]1[CH:34]=[CH:33][N:32]=[C:31]([CH2:35]Cl)[CH:30]=1. The product is [Cl:28][C:29]1[CH:34]=[CH:33][N:32]=[C:31]([CH2:35][O:20][C:17]2[CH:18]=[CH:19][C:14]([CH2:13][C:10]3[CH:9]=[C:8]([C:5]4[CH:4]=[CH:3][C:2]([NH2:1])=[N:7][CH:6]=4)[O:12][N:11]=3)=[CH:15][CH:16]=2)[CH:30]=1. (5) The reactants are [C:1]([C:5]1[N:10]=[C:9]([C:11]2[CH:12]=[C:13]3[C:17](=[CH:18][CH:19]=2)[N:16]([CH3:20])[CH:15]=[CH:14]3)[C:8]([C:21]([O:23]C)=[O:22])=[CH:7][N:6]=1)([CH3:4])([CH3:3])[CH3:2].O.[OH-].[Li+]. No catalyst specified. The product is [C:1]([C:5]1[N:10]=[C:9]([C:11]2[CH:12]=[C:13]3[C:17](=[CH:18][CH:19]=2)[N:16]([CH3:20])[CH:15]=[CH:14]3)[C:8]([C:21]([OH:23])=[O:22])=[CH:7][N:6]=1)([CH3:4])([CH3:2])[CH3:3]. The yield is 0.970. (6) The reactants are [CH:1]1([NH:7][CH2:8][C:9]([F:16])([F:15])[C:10]([O:12]CC)=O)[CH2:6][CH2:5][CH2:4][CH2:3][CH2:2]1.[C:17]([O-:20])([O-])=[O:18].[K+].[K+].[Cl:23][C:24]1[N:29]=[C:28](Cl)[C:27]([N+:31]([O-:33])=[O:32])=[CH:26][N:25]=1.[CH3:34][C:35](C)=O. No catalyst specified. The product is [Cl:23][C:24]1[N:29]=[C:28]([N:7]([CH:1]2[CH2:2][CH2:3][CH2:4][CH2:5][CH2:6]2)[CH2:8][C:9]([F:15])([F:16])[C:10](=[O:12])[C:17]([O:20][CH2:34][CH3:35])=[O:18])[C:27]([N+:31]([O-:33])=[O:32])=[CH:26][N:25]=1. The yield is 0.600. (7) The reactants are [Cl-].[CH3:2][C:3]1[N:8]2[N:9]=[C:10]([CH2:12][P+](C3C=CC=CC=3)(C3C=CC=CC=3)C3C=CC=CC=3)[N:11]=[C:7]2[C:6]([CH3:32])=[N:5][CH:4]=1.[CH:33]1([N:36]([CH3:45])[C:37]2[N:41]=[C:40]([CH:42]=O)[N:39]([CH3:44])[N:38]=2)[CH2:35][CH2:34]1. No catalyst specified. The product is [CH:33]1([N:36]([C:37]2[N:41]=[C:40]([CH:42]=[CH:12][C:10]3[N:11]=[C:7]4[C:6]([CH3:32])=[N:5][CH:4]=[C:3]([CH3:2])[N:8]4[N:9]=3)[N:39]([CH3:44])[N:38]=2)[CH3:45])[CH2:34][CH2:35]1. The yield is 0.333. (8) The product is [F:1][C:2]1[CH:30]=[C:29]([N+:31]([O-:33])=[O:32])[CH:28]=[CH:27][C:3]=1[O:4][C:5]1[C:14]2[C:9](=[CH:10][C:11]([O:17][CH2:18][CH:19]3[CH2:26][CH:22]4[CH2:23][N:24]([CH3:34])[CH2:25][CH:21]4[CH2:20]3)=[C:12]([O:15][CH3:16])[CH:13]=2)[N:8]=[CH:7][CH:6]=1. The yield is 0.500. The reactants are [F:1][C:2]1[CH:30]=[C:29]([N+:31]([O-:33])=[O:32])[CH:28]=[CH:27][C:3]=1[O:4][C:5]1[C:14]2[C:9](=[CH:10][C:11]([O:17][CH2:18][CH:19]3[CH2:26][CH:22]4[CH2:23][NH:24][CH2:25][CH:21]4[CH2:20]3)=[C:12]([O:15][CH3:16])[CH:13]=2)[N:8]=[CH:7][CH:6]=1.[C:34](#N)C.O.C=O.[BH-](OC(C)=O)(OC(C)=O)OC(C)=O.[Na+]. The catalyst is O. (9) The reactants are N[C:2]1[C:10]([Cl:11])=[CH:9][CH:8]=[CH:7][C:3]=1[C:4]([OH:6])=O.[CH2:12]([N:15]1[C:19]([NH2:20])=[N:18][N:17]=[N:16]1)[CH2:13][CH3:14]. No catalyst specified. The product is [Cl:11][C:10]1[CH:2]=[C:3]([CH:7]=[CH:8][CH:9]=1)[C:4]([NH:20][C:19]1[N:15]([CH2:12][CH2:13][CH3:14])[N:16]=[N:17][N:18]=1)=[O:6]. The yield is 0.650. (10) The reactants are [C:1]([O-:4])([OH:3])=[O:2].[Na+].[CH2:6]([O:8][C:9]([C:11]1[S:15][C:14]([NH2:16])=[N:13][C:12]=1[CH3:17])=[O:10])[CH3:7].ClC(O[CH2:22][C:23]1[CH:28]=[CH:27][CH:26]=[CH:25][CH:24]=1)=O. The catalyst is C1COCC1.ClCCl.O. The product is [CH2:6]([O:8][C:9]([C:11]1[S:15][C:14]([NH:16][O:2][C:1]([O:4][CH2:22][C:23]2[CH:28]=[CH:27][CH:26]=[CH:25][CH:24]=2)=[O:3])=[N:13][C:12]=1[CH3:17])=[O:10])[CH3:7]. The yield is 0.480.